This data is from Full USPTO retrosynthesis dataset with 1.9M reactions from patents (1976-2016). The task is: Predict the reactants needed to synthesize the given product. Given the product [NH2:43][CH2:42][CH2:41][NH:44][C:3]([C:5]1[N:13]=[C:12]2[C:8]([N:9]=[CH:10][N:11]2[C@@H:14]2[CH2:18][C@H:17]([NH:19][C:20](=[O:23])[CH2:21][CH3:22])[C@@H:16]([OH:24])[C@H:15]2[OH:25])=[C:7]([NH:26][CH2:27][CH:28]([C:35]2[CH:36]=[CH:37][CH:38]=[CH:39][CH:40]=2)[C:29]2[CH:30]=[CH:31][CH:32]=[CH:33][CH:34]=2)[N:6]=1)=[O:2], predict the reactants needed to synthesize it. The reactants are: C[O:2][C:3]([C:5]1[N:13]=[C:12]2[C:8]([N:9]=[CH:10][N:11]2[C@@H:14]2[CH2:18][C@H:17]([NH:19][C:20](=[O:23])[CH2:21][CH3:22])[C@@H:16]([OH:24])[C@H:15]2[OH:25])=[C:7]([NH:26][CH2:27][CH:28]([C:35]2[CH:40]=[CH:39][CH:38]=[CH:37][CH:36]=2)[C:29]2[CH:34]=[CH:33][CH:32]=[CH:31][CH:30]=2)[N:6]=1)=O.[CH2:41]([NH2:44])[CH2:42][NH2:43].